This data is from Reaction yield outcomes from USPTO patents with 853,638 reactions. The task is: Predict the reaction yield, written as a fraction of the theoretical maximum amount of product (1.0 means a 100% yield; for example, 0.34 means a 34% yield). (1) The reactants are CO[CH:3]=[C:4]1[C:13]2[C:8](=[CH:9][CH:10]=[C:11]([C:14]([OH:16])=[O:15])[CH:12]=2)[C:7](=[O:17])[NH:6][C:5]1=[O:18].[CH3:19][N:20]1[CH2:25][CH2:24][N:23]([C:26]2[CH:31]=[CH:30][C:29]([NH2:32])=[CH:28][CH:27]=2)[CH2:22][CH2:21]1. The catalyst is CN(C)C=O. The product is [CH3:19][N:20]1[CH2:21][CH2:22][N:23]([C:26]2[CH:31]=[CH:30][C:29]([NH:32]/[CH:3]=[C:4]3\[C:5](=[O:18])[NH:6][C:7](=[O:17])[C:8]4[C:13]\3=[CH:12][C:11]([C:14]([OH:16])=[O:15])=[CH:10][CH:9]=4)=[CH:28][CH:27]=2)[CH2:24][CH2:25]1. The yield is 0.650. (2) The reactants are Cl[C:2]1[CH:7]=[C:6]([Cl:8])[CH:5]=[CH:4][N:3]=1.[F:9][C:10]1[CH:15]=[CH:14][C:13](B(O)O)=[CH:12][CH:11]=1.C(=O)(O)[O-].[Na+]. The catalyst is CN(C)C=O.O.Cl[Pd](Cl)([P](C1C=CC=CC=1)(C1C=CC=CC=1)C1C=CC=CC=1)[P](C1C=CC=CC=1)(C1C=CC=CC=1)C1C=CC=CC=1. The product is [Cl:8][C:6]1[CH:5]=[CH:4][N:3]=[C:2]([C:13]2[CH:14]=[CH:15][C:10]([F:9])=[CH:11][CH:12]=2)[CH:7]=1. The yield is 0.390. (3) The reactants are [Cl:1][C:2]1[CH:3]=[N:4][C:5]2[C:6](=O)[NH:7][CH:8](OC)[CH:9]([F:12])[C:10]=2[CH:11]=1.P(Cl)(Cl)([Cl:18])=O. The catalyst is C(#N)C. The product is [Cl:1][C:2]1[CH:3]=[N:4][C:5]2[C:10]([CH:11]=1)=[C:9]([F:12])[CH:8]=[N:7][C:6]=2[Cl:18]. The yield is 0.790. (4) The reactants are [F:1][C:2]([F:28])([F:27])[CH:3]([C:18]1[CH:23]=[C:22]([Cl:24])[C:21]([Cl:25])=[C:20]([Cl:26])[CH:19]=1)/[CH:4]=[CH:5]/[C:6]1[CH:11]=[CH:10][C:9]([CH2:12][NH2:13])=[C:8]([C:14]([F:17])([F:16])[F:15])[CH:7]=1.[N:29]1[CH:34]=[CH:33][CH:32]=[CH:31][C:30]=1[CH:35]=O.[BH4-].[Na+]. The catalyst is CO. The product is [N:29]1[CH:34]=[CH:33][CH:32]=[CH:31][C:30]=1[CH2:35][NH:13][CH2:12][C:9]1[CH:10]=[CH:11][C:6](/[CH:5]=[CH:4]/[CH:3]([C:18]2[CH:19]=[C:20]([Cl:26])[C:21]([Cl:25])=[C:22]([Cl:24])[CH:23]=2)[C:2]([F:1])([F:27])[F:28])=[CH:7][C:8]=1[C:14]([F:16])([F:17])[F:15]. The yield is 0.400. (5) The reactants are [NH2:1][C:2]1[CH:30]=[CH:29][C:5]([O:6][C:7]2[CH:12]=[CH:11][N:10]=[C:9]([NH:13][C:14](=[O:28])[N:15]([CH:17]3[CH2:22][CH2:21][N:20]([CH2:23][CH2:24][N:25]([CH3:27])[CH3:26])[CH2:19][CH2:18]3)[CH3:16])[CH:8]=2)=[CH:4][CH:3]=1.[C@]12(CS(O)(=O)=O)C(C)(C)C(CC1)CC2=O.[C:46]1([CH2:52][C:53]([N:55]=[C:56]=[S:57])=[O:54])[CH:51]=[CH:50][CH:49]=[CH:48][CH:47]=1.C(=O)([O-])O.[Na+]. The catalyst is C(O)C.C1(C)C=CC=CC=1.CCCCCC.C(OCC)C.C(OCC)(=O)C. The product is [CH3:27][N:25]([CH3:26])[CH2:24][CH2:23][N:20]1[CH2:21][CH2:22][CH:17]([N:15]([CH3:16])[C:14]([NH:13][C:9]2[CH:8]=[C:7]([O:6][C:5]3[CH:4]=[CH:3][C:2]([NH:1][C:56]([NH:55][C:53](=[O:54])[CH2:52][C:46]4[CH:47]=[CH:48][CH:49]=[CH:50][CH:51]=4)=[S:57])=[CH:30][CH:29]=3)[CH:12]=[CH:11][N:10]=2)=[O:28])[CH2:18][CH2:19]1. The yield is 0.420. (6) The catalyst is CCO.[Pd]. The reactants are [F:1][C:2]1[C:7]([N+:8]([O-])=O)=[CH:6][C:5]([CH2:11][C:12]([O:14][CH2:15][CH3:16])=[O:13])=[C:4]([CH3:17])[CH:3]=1. The product is [NH2:8][C:7]1[C:2]([F:1])=[CH:3][C:4]([CH3:17])=[C:5]([CH2:11][C:12]([O:14][CH2:15][CH3:16])=[O:13])[CH:6]=1. The yield is 0.900. (7) The catalyst is C(Cl)Cl.CC#N.O.O. The product is [Br:1][C:2]1[C:3]([F:12])=[C:4]2[C:10]([NH:11][C:18](=[O:19])[C@@H:17]([OH:16])[CH3:21])=[CH:9][NH:8][C:5]2=[N:6][CH:7]=1. The yield is 0.0900. The reactants are [Br:1][C:2]1[C:3]([F:12])=[C:4]2[C:10]([NH2:11])=[CH:9][NH:8][C:5]2=[N:6][CH:7]=1.C([O:16][C@@H:17]([CH3:21])[C:18](O)=[O:19])(=O)C.C1N(P(Cl)(N2C(=O)OCC2)=O)C(=O)OC1.C(N(CC)CC)C.[Li+].[OH-]. (8) The reactants are [C:1]([C:5]1[CH:6]=[C:7]([C:16]2[S:17][CH:18]=[C:19]([CH2:21][C:22](OCC)=[O:23])[N:20]=2)[CH:8]=[C:9]([C:12]([CH3:15])([CH3:14])[CH3:13])[C:10]=1[OH:11])([CH3:4])([CH3:3])[CH3:2].[H-].[Al+3].[Li+].[H-].[H-].[H-].O.[OH-].[Na+]. The catalyst is O1CCCC1. The product is [C:12]([C:9]1[CH:8]=[C:7]([C:16]2[S:17][CH:18]=[C:19]([CH2:21][CH2:22][OH:23])[N:20]=2)[CH:6]=[C:5]([C:1]([CH3:4])([CH3:3])[CH3:2])[C:10]=1[OH:11])([CH3:13])([CH3:14])[CH3:15]. The yield is 0.990. (9) The reactants are [NH:1]([C:8]([NH:21][C:22]1[CH:27]=[CH:26][CH:25]=[CH:24][CH:23]=1)=[CH:9][C:10]([C:12]1[C:13](Cl)=[N:14][C:15]([CH3:19])=[CH:16][C:17]=1[Cl:18])=[O:11])[C:2]1[CH:7]=[CH:6][CH:5]=[CH:4][CH:3]=1.CC([O-])(C)C.[K+]. The catalyst is O1CCOCC1. The product is [NH:1]([C:8]1[N:21]([C:22]2[CH:27]=[CH:26][CH:25]=[CH:24][CH:23]=2)[C:13]2[C:12]([C:10](=[O:11])[CH:9]=1)=[C:17]([Cl:18])[CH:16]=[C:15]([CH3:19])[N:14]=2)[C:2]1[CH:7]=[CH:6][CH:5]=[CH:4][CH:3]=1. The yield is 0.140. (10) The reactants are [OH:1][C:2]1[CH:7]=[CH:6][C:5]([C@H:8]2[CH2:12][CH2:11][C@:10]3([CH2:16][CH2:15][NH:14][C:13]3=[O:17])[N:9]2[C:18]([O:20][C:21]([CH3:24])([CH3:23])[CH3:22])=[O:19])=[CH:4][CH:3]=1.F[C:26]1[CH:33]=[CH:32][CH:31]=[CH:30][C:27]=1[C:28]#[N:29]. No catalyst specified. The product is [C:28]([C:27]1[CH:30]=[CH:31][CH:32]=[CH:33][C:26]=1[O:1][C:2]1[CH:7]=[CH:6][C:5]([C@H:8]2[CH2:12][CH2:11][C@:10]3([CH2:16][CH2:15][NH:14][C:13]3=[O:17])[N:9]2[C:18]([O:20][C:21]([CH3:24])([CH3:23])[CH3:22])=[O:19])=[CH:4][CH:3]=1)#[N:29]. The yield is 0.660.